From a dataset of NCI-60 drug combinations with 297,098 pairs across 59 cell lines. Regression. Given two drug SMILES strings and cell line genomic features, predict the synergy score measuring deviation from expected non-interaction effect. (1) Drug 1: CN1CCC(CC1)COC2=C(C=C3C(=C2)N=CN=C3NC4=C(C=C(C=C4)Br)F)OC. Drug 2: CC1=C(C=C(C=C1)NC(=O)C2=CC=C(C=C2)CN3CCN(CC3)C)NC4=NC=CC(=N4)C5=CN=CC=C5. Cell line: HL-60(TB). Synergy scores: CSS=-14.0, Synergy_ZIP=8.04, Synergy_Bliss=-1.05, Synergy_Loewe=-9.24, Synergy_HSA=-12.0. (2) Drug 1: CN(C)N=NC1=C(NC=N1)C(=O)N. Drug 2: CC1=C(C(=CC=C1)Cl)NC(=O)C2=CN=C(S2)NC3=CC(=NC(=N3)C)N4CCN(CC4)CCO. Cell line: BT-549. Synergy scores: CSS=22.9, Synergy_ZIP=-4.15, Synergy_Bliss=3.21, Synergy_Loewe=-13.1, Synergy_HSA=-0.178. (3) Drug 1: COC1=C2C(=CC3=C1OC=C3)C=CC(=O)O2. Drug 2: CC1C(C(CC(O1)OC2CC(CC3=C2C(=C4C(=C3O)C(=O)C5=CC=CC=C5C4=O)O)(C(=O)C)O)N)O. Cell line: 786-0. Synergy scores: CSS=29.0, Synergy_ZIP=-0.652, Synergy_Bliss=-3.95, Synergy_Loewe=-13.9, Synergy_HSA=-3.09. (4) Drug 1: CC1=C(C=C(C=C1)C(=O)NC2=CC(=CC(=C2)C(F)(F)F)N3C=C(N=C3)C)NC4=NC=CC(=N4)C5=CN=CC=C5. Drug 2: CCN(CC)CCNC(=O)C1=C(NC(=C1C)C=C2C3=C(C=CC(=C3)F)NC2=O)C. Cell line: SK-MEL-5. Synergy scores: CSS=7.48, Synergy_ZIP=-1.84, Synergy_Bliss=-0.982, Synergy_Loewe=1.55, Synergy_HSA=-1.07.